Dataset: NCI-60 drug combinations with 297,098 pairs across 59 cell lines. Task: Regression. Given two drug SMILES strings and cell line genomic features, predict the synergy score measuring deviation from expected non-interaction effect. (1) Drug 1: CC=C1C(=O)NC(C(=O)OC2CC(=O)NC(C(=O)NC(CSSCCC=C2)C(=O)N1)C(C)C)C(C)C. Drug 2: C1CN(P(=O)(OC1)NCCCl)CCCl. Cell line: NCI-H322M. Synergy scores: CSS=17.7, Synergy_ZIP=-0.804, Synergy_Bliss=-3.22, Synergy_Loewe=-41.9, Synergy_HSA=-2.70. (2) Drug 1: CN1C2=C(C=C(C=C2)N(CCCl)CCCl)N=C1CCCC(=O)O.Cl. Drug 2: C#CCC(CC1=CN=C2C(=N1)C(=NC(=N2)N)N)C3=CC=C(C=C3)C(=O)NC(CCC(=O)O)C(=O)O. Cell line: 786-0. Synergy scores: CSS=19.5, Synergy_ZIP=-2.95, Synergy_Bliss=-6.12, Synergy_Loewe=-37.5, Synergy_HSA=-7.30. (3) Drug 1: C1=CC=C(C=C1)NC(=O)CCCCCCC(=O)NO. Drug 2: C1=NNC2=C1C(=O)NC=N2. Cell line: SF-268. Synergy scores: CSS=2.98, Synergy_ZIP=-0.820, Synergy_Bliss=0.884, Synergy_Loewe=-1.64, Synergy_HSA=-0.523. (4) Drug 1: CCC1(CC2CC(C3=C(CCN(C2)C1)C4=CC=CC=C4N3)(C5=C(C=C6C(=C5)C78CCN9C7C(C=CC9)(C(C(C8N6C=O)(C(=O)OC)O)OC(=O)C)CC)OC)C(=O)OC)O.OS(=O)(=O)O. Drug 2: CCC1=C2CN3C(=CC4=C(C3=O)COC(=O)C4(CC)O)C2=NC5=C1C=C(C=C5)O. Cell line: SK-OV-3. Synergy scores: CSS=34.1, Synergy_ZIP=-10.7, Synergy_Bliss=0.309, Synergy_Loewe=-7.14, Synergy_HSA=1.01. (5) Drug 1: CN1CCC(CC1)COC2=C(C=C3C(=C2)N=CN=C3NC4=C(C=C(C=C4)Br)F)OC. Drug 2: C1=NNC2=C1C(=O)NC=N2. Cell line: MDA-MB-435. Synergy scores: CSS=-2.58, Synergy_ZIP=1.11, Synergy_Bliss=0.899, Synergy_Loewe=-3.96, Synergy_HSA=-2.32.